From a dataset of Reaction yield outcomes from USPTO patents with 853,638 reactions. Predict the reaction yield, written as a fraction of the theoretical maximum amount of product (1.0 means a 100% yield; for example, 0.34 means a 34% yield). (1) The reactants are C(O[C:6](=O)[N:7]([CH2:9][C:10](=[O:36])[N:11]([CH:19]([C:27](=[O:35])[NH:28][CH:29]1[CH2:34][CH2:33][CH2:32][CH2:31][CH2:30]1)[C:20]1[CH:25]=[CH:24][CH:23]=[CH:22][C:21]=1[CH3:26])[C:12]1[CH:17]=[CH:16][CH:15]=[C:14]([F:18])[CH:13]=1)C)(C)(C)C. The catalyst is Cl.CCOCC. The product is [CH:29]1([NH:28][C:27](=[O:35])[CH:19]([N:11]([C:12]2[CH:17]=[CH:16][CH:15]=[C:14]([F:18])[CH:13]=2)[C:10](=[O:36])[CH2:9][NH:7][CH3:6])[C:20]2[CH:25]=[CH:24][CH:23]=[CH:22][C:21]=2[CH3:26])[CH2:30][CH2:31][CH2:32][CH2:33][CH2:34]1. The yield is 1.00. (2) The reactants are [F:1][C:2]1[CH:3]=[C:4]([CH2:10][C:11]2[C:12](=[O:17])[NH:13][NH:14][C:15]=2[CH3:16])[CH:5]=[CH:6][C:7]=1[O:8][CH3:9].[C:18](OC(=O)C)(=[O:20])[CH3:19]. The catalyst is C(O)(=O)C. The product is [C:18]([N:14]1[C:15]([CH3:16])=[C:11]([CH2:10][C:4]2[CH:5]=[CH:6][C:7]([O:8][CH3:9])=[C:2]([F:1])[CH:3]=2)[C:12]([OH:17])=[N:13]1)(=[O:20])[CH3:19]. The yield is 0.200. (3) The catalyst is C1COCC1.CC(C)([P](C(C)(C)C)([Pd][P](C(C)(C)C)(C(C)(C)C)C(C)(C)C)C(C)(C)C)C. The yield is 0.370. The reactants are [NH2:1][C:2]1[N:3]([CH3:20])[C:4](=[O:19])[C:5]2([N:18]=1)[C:14]1[C:9](=[CH:10][CH:11]=[C:12](Br)[CH:13]=1)[CH2:8][C:7]([CH3:17])([CH3:16])[CH2:6]2.[Br-].[C:22]([CH2:24][CH2:25][CH2:26][Zn+])#[N:23]. The product is [NH2:1][C:2]1[N:3]([CH3:20])[C:4](=[O:19])[C:5]2([N:18]=1)[C:14]1[C:9](=[CH:10][CH:11]=[C:12]([CH2:26][CH2:25][CH2:24][C:22]#[N:23])[CH:13]=1)[CH2:8][C:7]([CH3:17])([CH3:16])[CH2:6]2. (4) The reactants are C(O[C:4]([C@H:6]1[C@@H:11]([N:12]([C:21](=[O:35])[CH2:22][C:23]2[NH:28][C:27]3[CH:29]=[CH:30][CH:31]=[CH:32][C:26]=3[S:25](=[O:34])(=[O:33])[N:24]=2)[CH2:13][C:14]2[CH:19]=[CH:18][C:17]([F:20])=[CH:16][CH:15]=2)[C@H:10]2[CH2:36][C@@H:7]1[CH2:8][CH2:9]2)=[O:5])C.[O-]CC.[Na+].Cl. The catalyst is C(O)C. The product is [O:34]=[S:25]1(=[O:33])[C:26]2[CH:32]=[CH:31][CH:30]=[CH:29][C:27]=2[N:28]=[C:23]([C:22]2[C:21](=[O:35])[N:12]([CH2:13][C:14]3[CH:19]=[CH:18][C:17]([F:20])=[CH:16][CH:15]=3)[C@@H:11]3[C@H:6]([C:4]=2[OH:5])[C@@H:7]2[CH2:36][C@H:10]3[CH2:9][CH2:8]2)[NH:24]1. The yield is 0.621. (5) The reactants are [CH3:1][C:2]1[CH:11]=[CH:10][C:9]2[C:4](=[CH:5][CH:6]=[CH:7][C:8]=2[N:12]2[CH2:17][CH2:16][N:15]([CH2:18][CH2:19][C:20]3[CH:21]=[C:22]([N:26]4[CH2:30][CH2:29][NH:28][C:27]4=[O:31])[CH:23]=[CH:24][CH:25]=3)[CH2:14][CH2:13]2)[N:3]=1.[CH3:32]I.[H-].[Na+]. The catalyst is C1COCC1. The product is [CH3:32][N:28]1[CH2:29][CH2:30][N:26]([C:22]2[CH:23]=[CH:24][CH:25]=[C:20]([CH2:19][CH2:18][N:15]3[CH2:16][CH2:17][N:12]([C:8]4[CH:7]=[CH:6][CH:5]=[C:4]5[C:9]=4[CH:10]=[CH:11][C:2]([CH3:1])=[N:3]5)[CH2:13][CH2:14]3)[CH:21]=2)[C:27]1=[O:31]. The yield is 0.450. (6) The reactants are [OH:1][CH2:2][CH2:3][C:4]1[CH:9]=[CH:8][C:7]([OH:10])=[CH:6][CH:5]=1.Cl[C:12]1[CH:20]=[CH:19][C:15]([C:16]([NH2:18])=[O:17])=[CH:14][N:13]=1.C([O-])([O-])=O.[K+].[K+].O. The catalyst is CN(C=O)C. The product is [OH:1][CH2:2][CH2:3][C:4]1[CH:9]=[CH:8][C:7]([O:10][C:12]2[CH:20]=[CH:19][C:15]([C:16]([NH2:18])=[O:17])=[CH:14][N:13]=2)=[CH:6][CH:5]=1. The yield is 0.490. (7) No catalyst specified. The product is [F:18][C:17]1[C:12]([NH:11][C:5]2[CH:6]=[CH:7][CH:8]=[C:3]([OH:2])[CH:4]=2)=[N:13][C:14]([NH:19][CH2:20][C:25]2[CH:28]=[N:29][CH:22]=[CH:23][CH:24]=2)=[N:15][CH:16]=1. The yield is 0.620. The reactants are C1CO[C:8]2[CH:7]=[CH:6][C:5]([NH:11][C:12]3[C:17]([F:18])=[CH:16][N:15]=[C:14]([NH:19][C:20]4[CH:25]=[CH:24][CH:23]=[C:22](O)C=4)[N:13]=3)=[CH:4][C:3]=2[O:2]1.Cl[C:28]1N=C(NC2C=CC=C(O)C=2)C(F)=C[N:29]=1.N1C=CC=C(CN)C=1. (8) The reactants are [NH2:1][C@@H:2]([CH2:26][C:27]1[CH:32]=[CH:31][CH:30]=[CH:29][CH:28]=1)[C@H:3]([OH:25])[CH2:4][CH:5]([O:19][CH:20]1[CH2:24][CH2:23][CH2:22][CH2:21]1)[S:6]([C:9]1[CH:10]=[C:11]2[C:16](=[CH:17][CH:18]=1)[N:15]=[CH:14][CH:13]=[N:12]2)(=[O:8])=[O:7].[C:33](=O)([O:42][C@H:43]1[CH2:47][CH2:46][O:45][CH2:44]1)[O:34]N1C(=O)CCC1=O.C(N(CC)C(C)C)(C)C. The catalyst is C(#N)C. The product is [CH2:26]([C@H:2]([NH:1][C:33](=[O:34])[O:42][C@H:43]1[CH2:47][CH2:46][O:45][CH2:44]1)[C@H:3]([OH:25])[CH2:4][CH:5]([O:19][CH:20]1[CH2:21][CH2:22][CH2:23][CH2:24]1)[S:6]([C:9]1[CH:10]=[C:11]2[C:16](=[CH:17][CH:18]=1)[N:15]=[CH:14][CH:13]=[N:12]2)(=[O:7])=[O:8])[C:27]1[CH:28]=[CH:29][CH:30]=[CH:31][CH:32]=1. The yield is 0.860.